From a dataset of Forward reaction prediction with 1.9M reactions from USPTO patents (1976-2016). Predict the product of the given reaction. The product is: [O:25]1[CH2:26][CH2:27][CH2:28][CH2:29][CH:24]1[O:23][C:22]1[CH:30]=[CH:31][C:19]([N:13]2[CH2:12][CH2:11][N:10]([C:7]3[CH:8]=[CH:9][C:4]([O:3][C:2]([F:1])([F:16])[F:17])=[CH:5][CH:6]=3)[CH2:15][CH2:14]2)=[CH:20][CH:21]=1. Given the reactants [F:1][C:2]([F:17])([F:16])[O:3][C:4]1[CH:9]=[CH:8][C:7]([N:10]2[CH2:15][CH2:14][NH:13][CH2:12][CH2:11]2)=[CH:6][CH:5]=1.Br[C:19]1[CH:31]=[CH:30][C:22]([O:23][CH:24]2[CH2:29][CH2:28][CH2:27][CH2:26][O:25]2)=[CH:21][CH:20]=1.C1C=CC(P(C2C(C3C(P(C4C=CC=CC=4)C4C=CC=CC=4)=CC=C4C=3C=CC=C4)=C3C(C=CC=C3)=CC=2)C2C=CC=CC=2)=CC=1.CC(C)([O-])C.[Na+], predict the reaction product.